From a dataset of Full USPTO retrosynthesis dataset with 1.9M reactions from patents (1976-2016). Predict the reactants needed to synthesize the given product. Given the product [Cl:16][C:13]1[CH:14]=[CH:15][C:10]([NH:9][C:7]([C:6]2[CH:23]=[CH:24][C:3]([CH2:2][P:26]([CH3:25])(=[O:30])[O:27][CH2:28][CH3:29])=[CH:4][CH:5]=2)=[O:8])=[CH:11][C:12]=1[C:17]1[CH:22]=[CH:21][CH:20]=[CH:19][N:18]=1, predict the reactants needed to synthesize it. The reactants are: Br[CH2:2][C:3]1[CH:24]=[CH:23][C:6]([C:7]([NH:9][C:10]2[CH:15]=[CH:14][C:13]([Cl:16])=[C:12]([C:17]3[CH:22]=[CH:21][CH:20]=[CH:19][N:18]=3)[CH:11]=2)=[O:8])=[CH:5][CH:4]=1.[CH3:25][P:26]([O:30]CC)[O:27][CH2:28][CH3:29].